This data is from Catalyst prediction with 721,799 reactions and 888 catalyst types from USPTO. The task is: Predict which catalyst facilitates the given reaction. Reactant: C[O:2][C:3]([C:5]1[N:6]=[C:7]([CH2:10][NH:11][C:12](=[O:26])[CH2:13][O:14][C:15]2[CH:20]=[CH:19][C:18]([O:21][C:22]([F:25])([F:24])[F:23])=[CH:17][CH:16]=2)[S:8][CH:9]=1)=[O:4].CO.[OH-].[Na+]. Product: [F:25][C:22]([F:23])([F:24])[O:21][C:18]1[CH:19]=[CH:20][C:15]([O:14][CH2:13][C:12]([NH:11][CH2:10][C:7]2[S:8][CH:9]=[C:5]([C:3]([OH:4])=[O:2])[N:6]=2)=[O:26])=[CH:16][CH:17]=1. The catalyst class is: 6.